This data is from Full USPTO retrosynthesis dataset with 1.9M reactions from patents (1976-2016). The task is: Predict the reactants needed to synthesize the given product. (1) Given the product [Cl:1][C:2]1[CH:3]=[C:4]2[C:8](=[CH:9][CH:10]=1)[N:7]([CH2:11][C:12]([OH:14])=[O:13])[C:6](=[O:17])[CH2:5]2, predict the reactants needed to synthesize it. The reactants are: [Cl:1][C:2]1[CH:3]=[C:4]2[C:8](=[CH:9][CH:10]=1)[N:7]([CH2:11][C:12]([O:14]CC)=[O:13])[C:6](=[O:17])[CH2:5]2. (2) Given the product [CH2:1]([O:8][C:9]1[N:18]=[C:17]([C:19]2[CH:20]=[C:21]3[C:25](=[CH:26][CH:27]=2)[N:24]([CH3:28])[C:23]([Cl:49])=[C:22]3[C:29]#[N:30])[C:16]([CH2:31][CH3:32])=[C:15]([O:33][CH2:34][C:35]2[CH:36]=[CH:37][CH:38]=[CH:39][CH:40]=2)[C:10]=1[C:11]([O:13][CH3:14])=[O:12])[C:2]1[CH:7]=[CH:6][CH:5]=[CH:4][CH:3]=1, predict the reactants needed to synthesize it. The reactants are: [CH2:1]([O:8][C:9]1[N:18]=[C:17]([C:19]2[CH:20]=[C:21]3[C:25](=[CH:26][CH:27]=2)[N:24]([CH3:28])[CH:23]=[C:22]3[C:29]#[N:30])[C:16]([CH2:31][CH3:32])=[C:15]([O:33][CH2:34][C:35]2[CH:40]=[CH:39][CH:38]=[CH:37][CH:36]=2)[C:10]=1[C:11]([O:13][CH3:14])=[O:12])[C:2]1[CH:7]=[CH:6][CH:5]=[CH:4][CH:3]=1.[Li+].CC([N-]C(C)C)C.[Cl:49]C(Cl)(Cl)C(Cl)(Cl)Cl. (3) Given the product [CH2:1]([N:8]([CH2:23][C:24]1[CH:25]=[CH:26][C:27]([C:28]([OH:30])=[O:29])=[CH:31][CH:32]=1)[S:9]([C:12]1[CH:13]=[CH:14][C:15]([O:18][C:19]([F:22])([F:21])[F:20])=[CH:16][CH:17]=1)(=[O:10])=[O:11])[C:2]1[CH:3]=[CH:4][CH:5]=[CH:6][CH:7]=1, predict the reactants needed to synthesize it. The reactants are: [CH2:1]([N:8]([CH2:23][C:24]1[CH:32]=[CH:31][C:27]([C:28]([O-:30])=[O:29])=[CH:26][CH:25]=1)[S:9]([C:12]1[CH:17]=[CH:16][C:15]([O:18][C:19]([F:22])([F:21])[F:20])=[CH:14][CH:13]=1)(=[O:11])=[O:10])[C:2]1[CH:7]=[CH:6][CH:5]=[CH:4][CH:3]=1.O.[OH-].[Li+]. (4) Given the product [CH:4]1([NH2:3])[C:12]2[CH:11]=[CH:10][CH:9]=[C:8]([NH2:13])[C:7]=2[CH2:6][CH2:5]1, predict the reactants needed to synthesize it. The reactants are: CO[N:3]=[C:4]1[C:12]2[C:7](=[C:8]([N+:13]([O-])=O)[CH:9]=[CH:10][CH:11]=2)[CH2:6][CH2:5]1. (5) Given the product [CH2:1]([N:4]([CH2:14][CH:15]=[CH2:16])[CH2:5][C:6]([C:8]1[CH:9]=[N:10][CH:11]=[CH:12][CH:13]=1)=[N:18][OH:19])[CH:2]=[CH2:3], predict the reactants needed to synthesize it. The reactants are: [CH2:1]([N:4]([CH2:14][CH:15]=[CH2:16])[CH2:5][C:6]([C:8]1[CH:9]=[N:10][CH:11]=[CH:12][CH:13]=1)=O)[CH:2]=[CH2:3].Cl.[NH2:18][OH:19].N1C=CC=CC=1. (6) Given the product [ClH:35].[ClH:35].[O:31]1[C:27]2=[CH:28][CH:29]=[CH:30][C:26]2=[CH:25][CH:24]=[C:23]1[C:14]1[N:13]([CH2:12][CH2:11][CH:9]2[CH2:10][CH2:5][NH:6][CH2:7][CH2:8]2)[C:17]2=[CH:18][N:19]=[C:20]([NH2:22])[CH:21]=[C:16]2[CH:15]=1, predict the reactants needed to synthesize it. The reactants are: C([CH:5]1[CH2:10][CH:9]([CH2:11][CH2:12][N:13]2[C:17]3=[CH:18][N:19]=[C:20]([NH2:22])[CH:21]=[C:16]3[CH:15]=[C:14]2[C:23]2[O:31][C:27]3=[CH:28][CH:29]=[CH:30][C:26]3=[CH:25][CH:24]=2)[CH2:8][CH2:7][N:6]1C(N)=O)(C)(C)C.[ClH:35].